Dataset: Catalyst prediction with 721,799 reactions and 888 catalyst types from USPTO. Task: Predict which catalyst facilitates the given reaction. (1) Reactant: [CH3:1][O-].[Na+].CO.[Cl:6][C:7]1[CH:12]=[CH:11][C:10]([OH:13])=[CH:9][N:8]=1.CI. Product: [Cl:6][C:7]1[CH:12]=[CH:11][C:10]([O:13][CH3:1])=[CH:9][N:8]=1. The catalyst class is: 9. (2) Reactant: [CH3:1][O:2][C:3]([C:5]1[NH:15][C:8]2=[N:9][CH:10]=[C:11]([CH:13]=O)[CH:12]=[C:7]2[CH:6]=1)=[O:4].[N+:16]([C:19]1[CH:20]=[C:21]([CH:24]=[CH:25][CH:26]=1)[CH2:22][NH2:23])([O-:18])=[O:17].[BH3-]C#N.[Na+].C([O-])(O)=O.[Na+]. Product: [CH3:1][O:2][C:3]([C:5]1[NH:15][C:8]2=[N:9][CH:10]=[C:11]([CH2:13][NH:23][CH2:22][C:21]3[CH:24]=[CH:25][CH:26]=[C:19]([N+:16]([O-:18])=[O:17])[CH:20]=3)[CH:12]=[C:7]2[CH:6]=1)=[O:4]. The catalyst class is: 467.